From a dataset of CYP1A2 inhibition data for predicting drug metabolism from PubChem BioAssay. Regression/Classification. Given a drug SMILES string, predict its absorption, distribution, metabolism, or excretion properties. Task type varies by dataset: regression for continuous measurements (e.g., permeability, clearance, half-life) or binary classification for categorical outcomes (e.g., BBB penetration, CYP inhibition). Dataset: cyp1a2_veith. (1) The compound is COc1ccc(C(=O)N2CCC3(CC2)CCN(c2ncccn2)CC3)cc1. The result is 0 (non-inhibitor). (2) The molecule is Cc1ccc(NC(=O)c2sc3ccccc3c2Cl)nc1. The result is 1 (inhibitor).